The task is: Regression/Classification. Given a drug SMILES string, predict its absorption, distribution, metabolism, or excretion properties. Task type varies by dataset: regression for continuous measurements (e.g., permeability, clearance, half-life) or binary classification for categorical outcomes (e.g., BBB penetration, CYP inhibition). Dataset: cyp2c9_substrate_carbonmangels.. This data is from CYP2C9 substrate classification data from Carbon-Mangels et al.. (1) The molecule is O=C(O)COC(=O)Cc1ccccc1Nc1c(Cl)cccc1Cl. The result is 1 (substrate). (2) The compound is CN(C)CC/C=C1\c2ccccc2COc2ccc(CC(=O)O)cc21. The result is 0 (non-substrate). (3) The drug is CCC[C@H]1C(=O)N2C(N(C)C)=Nc3ccc(C)cc3N2C1=O. The result is 0 (non-substrate).